This data is from Reaction yield outcomes from USPTO patents with 853,638 reactions. The task is: Predict the reaction yield, written as a fraction of the theoretical maximum amount of product (1.0 means a 100% yield; for example, 0.34 means a 34% yield). (1) The reactants are [F:1][C:2]1[CH:7]=[C:6]([F:8])[CH:5]=[CH:4][C:3]=1[C@@H:9]1[CH2:13][NH:12][CH2:11][C@H:10]1[C:14]([O:16][CH3:17])=[O:15].CCN(C(C)C)C(C)C.[Cl:27][C:28]1[N:29]=[N:30][C:31](Cl)=[CH:32][CH:33]=1. The catalyst is O1CCOCC1. The product is [F:1][C:2]1[CH:7]=[C:6]([F:8])[CH:5]=[CH:4][C:3]=1[C@@H:9]1[CH2:13][N:12]([C:31]2[N:30]=[N:29][C:28]([Cl:27])=[CH:33][CH:32]=2)[CH2:11][C@H:10]1[C:14]([O:16][CH3:17])=[O:15]. The yield is 0.650. (2) The reactants are [CH3:1][C:2]1[C:6]([C:7]2[C:8]([O:34][CH3:35])=[CH:9][C:10]3[C:11]4[N:24]([C@@H:25]([C:27]5[CH:32]=[CH:31][CH:30]=[CH:29][CH:28]=5)[CH3:26])[C:23](=[O:33])[O:22][C:12]=4[C:13]([C:17]([O:19]CC)=[O:18])=[N:14][C:15]=3[CH:16]=2)=[C:5]([CH3:36])[O:4][N:3]=1.Cl. No catalyst specified. The product is [CH3:1][C:2]1[C:6]([C:7]2[C:8]([O:34][CH3:35])=[CH:9][C:10]3[C:11]4[N:24]([C@@H:25]([C:27]5[CH:32]=[CH:31][CH:30]=[CH:29][CH:28]=5)[CH3:26])[C:23](=[O:33])[O:22][C:12]=4[C:13]([C:17]([OH:19])=[O:18])=[N:14][C:15]=3[CH:16]=2)=[C:5]([CH3:36])[O:4][N:3]=1. The yield is 0.160. (3) The reactants are [OH-].[Li+].[F:3][C:4]1[C:5]([C:24]2[CH:29]=[CH:28][C:27]([O:30][CH2:31][C@H:32]3[CH2:37][CH2:36][C@H:35]([O:38][CH:39]4[CH2:44][CH2:43][CH2:42][CH2:41][O:40]4)[CH2:34][CH2:33]3)=[CH:26][CH:25]=2)=[CH:6][C:7](=[O:23])[N:8]([CH2:10][CH2:11][C@@:12]([CH3:22])([S:18]([CH3:21])(=[O:20])=[O:19])[C:13]([O:15]CC)=[O:14])[CH:9]=1.Cl. The catalyst is C(O)C. The product is [F:3][C:4]1[C:5]([C:24]2[CH:29]=[CH:28][C:27]([O:30][CH2:31][C@H:32]3[CH2:33][CH2:34][C@H:35]([O:38][CH:39]4[CH2:44][CH2:43][CH2:42][CH2:41][O:40]4)[CH2:36][CH2:37]3)=[CH:26][CH:25]=2)=[CH:6][C:7](=[O:23])[N:8]([CH2:10][CH2:11][C@@:12]([CH3:22])([S:18]([CH3:21])(=[O:20])=[O:19])[C:13]([OH:15])=[O:14])[CH:9]=1. The yield is 0.980.